Dataset: Full USPTO retrosynthesis dataset with 1.9M reactions from patents (1976-2016). Task: Predict the reactants needed to synthesize the given product. Given the product [CH2:26]([O:33][C:34]1[CH:41]=[CH:40][C:37]([CH2:38][Sn:17]([CH2:18][CH2:19][CH2:20][CH3:21])([CH2:22][CH2:23][CH2:24][CH3:25])[CH2:13][CH2:14][CH2:15][CH3:16])=[CH:36][CH:35]=1)[C:27]1[CH:32]=[CH:31][CH:30]=[CH:29][CH:28]=1, predict the reactants needed to synthesize it. The reactants are: C(NC(C)C)(C)C.C([Li])CCC.[CH2:13]([SnH:17]([CH2:22][CH2:23][CH2:24][CH3:25])[CH2:18][CH2:19][CH2:20][CH3:21])[CH2:14][CH2:15][CH3:16].[CH2:26]([O:33][C:34]1[CH:41]=[CH:40][C:37]([CH2:38]Cl)=[CH:36][CH:35]=1)[C:27]1[CH:32]=[CH:31][CH:30]=[CH:29][CH:28]=1.